From a dataset of Cav3 T-type calcium channel HTS with 100,875 compounds. Binary Classification. Given a drug SMILES string, predict its activity (active/inactive) in a high-throughput screening assay against a specified biological target. The drug is O1C(CCC1)CNC(=O)Cc1c(OC)cccc1. The result is 0 (inactive).